This data is from NCI-60 drug combinations with 297,098 pairs across 59 cell lines. The task is: Regression. Given two drug SMILES strings and cell line genomic features, predict the synergy score measuring deviation from expected non-interaction effect. (1) Drug 2: CC(C)(C#N)C1=CC(=CC(=C1)CN2C=NC=N2)C(C)(C)C#N. Drug 1: C1=CC(=CC=C1CCC2=CNC3=C2C(=O)NC(=N3)N)C(=O)NC(CCC(=O)O)C(=O)O. Synergy scores: CSS=38.2, Synergy_ZIP=-0.215, Synergy_Bliss=-3.84, Synergy_Loewe=-16.5, Synergy_HSA=-3.52. Cell line: LOX IMVI. (2) Synergy scores: CSS=32.7, Synergy_ZIP=-3.35, Synergy_Bliss=2.11, Synergy_Loewe=-10.7, Synergy_HSA=2.57. Cell line: SF-539. Drug 2: CN(CC1=CN=C2C(=N1)C(=NC(=N2)N)N)C3=CC=C(C=C3)C(=O)NC(CCC(=O)O)C(=O)O. Drug 1: CC(CN1CC(=O)NC(=O)C1)N2CC(=O)NC(=O)C2. (3) Drug 1: CC1OCC2C(O1)C(C(C(O2)OC3C4COC(=O)C4C(C5=CC6=C(C=C35)OCO6)C7=CC(=C(C(=C7)OC)O)OC)O)O. Drug 2: COC1=C2C(=CC3=C1OC=C3)C=CC(=O)O2. Cell line: U251. Synergy scores: CSS=47.2, Synergy_ZIP=5.13, Synergy_Bliss=5.59, Synergy_Loewe=-21.2, Synergy_HSA=-0.335. (4) Drug 1: CC12CCC3C(C1CCC2=O)CC(=C)C4=CC(=O)C=CC34C. Drug 2: CC1C(C(CC(O1)OC2CC(OC(C2O)C)OC3=CC4=CC5=C(C(=O)C(C(C5)C(C(=O)C(C(C)O)O)OC)OC6CC(C(C(O6)C)O)OC7CC(C(C(O7)C)O)OC8CC(C(C(O8)C)O)(C)O)C(=C4C(=C3C)O)O)O)O. Synergy scores: CSS=47.2, Synergy_ZIP=0.00915, Synergy_Bliss=-1.27, Synergy_Loewe=-0.773, Synergy_HSA=-0.713. Cell line: HCT116. (5) Drug 1: CC1=C2C(C(=O)C3(C(CC4C(C3C(C(C2(C)C)(CC1OC(=O)C(C(C5=CC=CC=C5)NC(=O)OC(C)(C)C)O)O)OC(=O)C6=CC=CC=C6)(CO4)OC(=O)C)OC)C)OC. Drug 2: CC(C)NC(=O)C1=CC=C(C=C1)CNNC.Cl. Cell line: SK-MEL-2. Synergy scores: CSS=24.3, Synergy_ZIP=-2.25, Synergy_Bliss=-8.13, Synergy_Loewe=-44.8, Synergy_HSA=-10.2.